From a dataset of Full USPTO retrosynthesis dataset with 1.9M reactions from patents (1976-2016). Predict the reactants needed to synthesize the given product. (1) Given the product [NH2:4]/[C:2](=[N:3]\[C:36](=[O:37])[O:38][CH3:39])/[C:5]1[CH:10]=[CH:9][C:8]([CH2:11][NH:12][C:13]([C:15]2[CH:19]=[C:18]([CH3:20])[N:17]([C:21]3[CH:22]=[CH:23][C:24]([F:27])=[CH:25][CH:26]=3)[C:16]=2[CH3:28])=[O:14])=[CH:7][CH:6]=1, predict the reactants needed to synthesize it. The reactants are: Cl.[C:2]([C:5]1[CH:10]=[CH:9][C:8]([CH2:11][NH:12][C:13]([C:15]2[CH:19]=[C:18]([CH3:20])[N:17]([C:21]3[CH:26]=[CH:25][C:24]([F:27])=[CH:23][CH:22]=3)[C:16]=2[CH3:28])=[O:14])=[CH:7][CH:6]=1)(=[NH:4])[NH2:3].C(=O)([O-])[O-].[K+].[K+].Cl[C:36]([O:38][CH3:39])=[O:37]. (2) Given the product [SH:18][C:17]1[N:16]([CH3:15])[C:9](=[O:11])[CH:8]=[C:7]([C:4]2[CH:5]=[CH:6][N:1]=[CH:2][CH:3]=2)[N:19]=1, predict the reactants needed to synthesize it. The reactants are: [N:1]1[CH:6]=[CH:5][C:4]([C:7](=O)[CH2:8][C:9]([O:11]CC)=O)=[CH:3][CH:2]=1.[CH3:15][NH:16][C:17]([NH2:19])=[S:18].N12CCCN=C1CCCCC2.CS(O)(=O)=O.